Dataset: Forward reaction prediction with 1.9M reactions from USPTO patents (1976-2016). Task: Predict the product of the given reaction. (1) Given the reactants [CH3:1][O:2][C:3]([C:5]1[S:19][C:8]2=[N:9][C:10]([S:13][CH2:14][C:15]([O:17][CH3:18])=[O:16])=[CH:11][CH:12]=[C:7]2[C:6]=1[O:20][CH2:21][C:22]([O:24][CH2:25][CH3:26])=[O:23])=[O:4].C1C=C(Cl)C=C(C(OO)=[O:35])C=1, predict the reaction product. The product is: [CH3:1][O:2][C:3]([C:5]1[S:19][C:8]2=[N:9][C:10]([S:13]([CH2:14][C:15]([O:17][CH3:18])=[O:16])=[O:35])=[CH:11][CH:12]=[C:7]2[C:6]=1[O:20][CH2:21][C:22]([O:24][CH2:25][CH3:26])=[O:23])=[O:4]. (2) The product is: [F:1][C:2]1[CH:24]=[CH:23][CH:22]=[CH:21][C:3]=1[O:4][C:5]1[C:19]([O:20][C:26]2[CH:31]=[N:30][C:29]([C:32]#[N:33])=[CH:28][CH:27]=2)=[CH:18][C:8]2[NH:9][C:10]([C:12]3[CH:17]=[N:16][CH:15]=[CH:14][N:13]=3)=[N:11][C:7]=2[CH:6]=1. Given the reactants [F:1][C:2]1[CH:24]=[CH:23][CH:22]=[CH:21][C:3]=1[O:4][C:5]1[C:19]([OH:20])=[CH:18][C:8]2[NH:9][C:10]([C:12]3[CH:17]=[N:16][CH:15]=[CH:14][N:13]=3)=[N:11][C:7]=2[CH:6]=1.Br[C:26]1[CH:27]=[CH:28][C:29]([C:32]#[N:33])=[N:30][CH:31]=1, predict the reaction product.